From a dataset of Drug-target binding data from BindingDB using IC50 measurements. Regression. Given a target protein amino acid sequence and a drug SMILES string, predict the binding affinity score between them. We predict pIC50 (pIC50 = -log10(IC50 in M); higher means more potent). Dataset: bindingdb_ic50. (1) The pIC50 is 6.3. The drug is CC(=O)N1c2ccc(NC(=O)c3ccc(-c4ccccc4)cc3)cc2C(C)(c2ccccc2)CC1(C)C. The target protein (P20395) has sequence MALLLVSLLAFLGTGSGCHHWLCHCSNRVFLCQDSKVTEIPTDLPRNAIELRFVLTKLRVIPKGSFAGFGDLEKIEISQNDVLEVIEADVFSNLPKLHEIRIEKANNLLYINPEAFQNLPSLRYLLISNTGIKHLPAVHKIQSLQKVLLDIQDNINIHIVARNSFMGLSFESVILWLSKNGIEEIHNCAFNGTQLDELNLSDNNNLEELPNDVFQGASGPVILDISRTKVHSLPNHGLENLKKLRARSTYRLKKLPNLDKFVTLMEASLTYPSHCCAFANLKRQISELHPICNKSILRQDIDDMTQIGDQRVSLIDDEPSYGKGSDMMYNEFDYDLCNEVVDVTCSPKPDAFNPCEDIMGYNILRVLIWFISILAITGNTTVLVVLTTSQYKLTVPRFLMCNLAFADLCIGIYLLLIASVDIHTKSQYHNYAIDWQTGAGCDAAGFFTVFASELSVYTLTAITLERWHTITHAMQLECKVQLRHAASVMVLGWTFAFAAA.... (2) The small molecule is CSCC[C@H](NC(=O)[C@@H](N)Cc1ccc(O)cc1)C(=O)N[C@@H](Cc1ccccc1)C(=O)N[C@@H](Cc1cnc[nH]1)C(=O)N[C@@H](CC(C)C)C(=O)N[C@@H](CCSC)C(=O)N[C@@H](CC(N)=O)C(N)=O. The target protein (P97266) has sequence YTKMKTATNIYIFNLALADALATSTLPFQSVNYLMGTWPFGTILCKIVISIDYYNMFTSIFTLCTMSVDRYIAVCHPVKALDFRTPRNAKTVNVCNWI. The pIC50 is 6.6. (3) The drug is O=C(CCC(=O)NCC(=O)NC[C@H]1O[C@@H](n2ccc(=O)[nH]c2=O)[C@@H](O)C1O)NCC(=O)NC[C@H]1O[C@@H](n2ccc(=O)[nH]c2=O)[C@@H](O)C1O. The target protein (P29465) has sequence MTGLNGDDPDDYYLNLNQDEESLLRSRHSVGSGAPHRQGSLVRPERSRLNNPDNPHFYYAQKTQEQMNHLDVLPSSTGVNPNATRRSGSLRSKGSVRSKFSGRETDSYLLQDMNTTDKKASVKISDEGVAEDEFDKDGDVDNFEESSTQPINKSIKPLRKETNDTLSFWQMYCYFITFWAPAPILAFCGMPKKERQMAWREKVALISVILYIGAIVAFLTFGFTKTVCSSSKLRLKNNEVSTEFVVINGKAYELDTSSRSGIQDVEVDSDTLYGPWSDAGKDASFLFQNVNGNCHNLITPKSNSSIPHDDDNNLAWYFPCKLKNQDGSSKPNFTVENYAGWNCHTSKEDRDAFYGLKSKADVYFTWDGIKNSSRNLIVYNGDVLDLDLLDWLEKDDVDYPVVFDDLKTSNLQGYDLSLVLSNGHERKIARCLSEIIKVGEVDSKTVGCIASDVVLYVSLVFILSVVIIKFIIACYFRWTVARKQGAYIVDNKTMDKHTND.... The pIC50 is 2.5. (4) The small molecule is N=C(N)c1ccc(Oc2ccc(-c3cc4ccc(C(=N)N)cc4[nH]3)cc2)cc1. The target protein (P04631) has sequence MSELEKAMVALIDVFHQYSGREGDKHKLKKSELKELINNELSHFLEEIKEQEVVDKVMETLDEDGDGECDFQEFMAFVSMVTTACHEFFEHE. The pIC50 is 4.2.